This data is from Forward reaction prediction with 1.9M reactions from USPTO patents (1976-2016). The task is: Predict the product of the given reaction. (1) Given the reactants [F:1][CH:2]([F:11])[C:3]1[C:7]([CH:8]=[O:9])=[CH:6][N:5]([CH3:10])[N:4]=1.[OH-:12].[Na+].OO, predict the reaction product. The product is: [F:11][CH:2]([F:1])[C:3]1[C:7]([C:8]([OH:12])=[O:9])=[CH:6][N:5]([CH3:10])[N:4]=1. (2) Given the reactants [CH3:1][N:2]1[CH2:7][CH2:6][N:5]([C:8]2[CH:9]=[CH:10][C:11]([N+:15]([O-])=O)=[C:12]([CH:14]=2)[NH2:13])[CH2:4][CH2:3]1.[CH2:18]([O:29][C:30]1[CH:35]=[CH:34][C:33]([C:36]2[NH:40][C:39]3[CH:41]=[C:42]([CH:45]=O)[CH:43]=[CH:44][C:38]=3[N:37]=2)=[CH:32][CH:31]=1)[CH2:19][CH2:20][CH2:21][CH2:22][CH2:23][CH2:24][CH2:25][CH2:26][C:27]#[CH:28], predict the reaction product. The product is: [CH3:1][N:2]1[CH2:7][CH2:6][N:5]([C:8]2[CH:9]=[CH:10][C:11]3[N:15]=[C:45]([C:42]4[CH:43]=[CH:44][C:38]5[N:37]=[C:36]([C:33]6[CH:32]=[CH:31][C:30]([O:29][CH2:18][CH2:19][CH2:20][CH2:21][CH2:22][CH2:23][CH2:24][CH2:25][CH2:26][C:27]#[CH:28])=[CH:35][CH:34]=6)[NH:40][C:39]=5[CH:41]=4)[NH:13][C:12]=3[CH:14]=2)[CH2:4][CH2:3]1. (3) Given the reactants [CH3:1][C:2]([NH:5][CH2:6][Si:7]([CH3:10])([CH3:9])[CH3:8])([CH3:4])[CH3:3].[CH3:11]O.C=O.[C:15](=[O:18])([O-])[O-].[K+].[K+], predict the reaction product. The product is: [CH3:11][O:18][CH2:15][N:5]([CH2:6][Si:7]([CH3:10])([CH3:9])[CH3:8])[C:2]([CH3:4])([CH3:3])[CH3:1]. (4) The product is: [NH2:35][C:10]1[CH:11]=[C:12]([C@@H:15]([OH:34])[CH2:16][NH:17][C:18]([CH3:32])([CH3:33])[CH2:19][CH2:20][N:21]2[CH:25]=[C:24]([C:26]3[CH:31]=[CH:30][CH:29]=[CH:28][CH:27]=3)[N:23]=[CH:22]2)[CH:13]=[CH:14][C:9]=1[O:8][CH2:1][C:2]1[CH:3]=[CH:4][CH:5]=[CH:6][CH:7]=1. Given the reactants [CH2:1]([O:8][C:9]1[CH:14]=[CH:13][C:12]([C@@H:15]([OH:34])[CH2:16][NH:17][C:18]([CH3:33])([CH3:32])[CH2:19][CH2:20][N:21]2[CH:25]=[C:24]([C:26]3[CH:31]=[CH:30][CH:29]=[CH:28][CH:27]=3)[N:23]=[CH:22]2)=[CH:11][C:10]=1[N+:35]([O-])=O)[C:2]1[CH:7]=[CH:6][CH:5]=[CH:4][CH:3]=1.[H][H], predict the reaction product. (5) The product is: [Cl:1][C:2]1[CH:3]=[CH:4][C:5]([S:8]([C:11](=[C:21]([S:15][CH3:14])[S:22][CH3:24])[C:12]#[N:13])(=[O:9])=[O:10])=[CH:6][CH:7]=1. Given the reactants [Cl:1][C:2]1[CH:7]=[CH:6][C:5]([S:8]([CH2:11][C:12]#[N:13])(=[O:10])=[O:9])=[CH:4][CH:3]=1.[C:14](=S)=[S:15].[H-].[Na+].IC.[CH3:21][S:22]([CH3:24])=O, predict the reaction product. (6) Given the reactants [CH3:1][C:2]1[C:10]2[C:5](=[CH:6][CH:7]=[CH:8][CH:9]=2)[NH:4][CH:3]=1.C([BH3-])#N.[Na+], predict the reaction product. The product is: [CH3:1][CH:2]1[C:10]2[C:5](=[CH:6][CH:7]=[CH:8][CH:9]=2)[NH:4][CH2:3]1.